Dataset: Choline transporter screen with 302,306 compounds. Task: Binary Classification. Given a drug SMILES string, predict its activity (active/inactive) in a high-throughput screening assay against a specified biological target. (1) The drug is Fc1ccc(CON\C(=N\C(=O)CC)c2nonc2NC(=O)CC)cc1. The result is 0 (inactive). (2) The compound is Clc1ccc(NC(=S)N2C(SCC2)c2ccc(OC)cc2)cc1. The result is 0 (inactive).